This data is from Forward reaction prediction with 1.9M reactions from USPTO patents (1976-2016). The task is: Predict the product of the given reaction. (1) Given the reactants [CH2:1]([C:8]1[CH2:12][CH2:11][CH2:10][N:9]=1)[C:2]1[CH:7]=[CH:6][CH:5]=[CH:4][CH:3]=1.[CH3:13][S:14]([C:16]1[CH:25]=[CH:24][C:19]([C:20](=O)[CH2:21]Br)=[CH:18][CH:17]=1)=[O:15].C([O-])(O)=O.[Na+].BrC(Br)=O, predict the reaction product. The product is: [CH3:13][S:14]([C:16]1[CH:25]=[CH:24][C:19]([C:20]2[C:1]([C:2]3[CH:7]=[CH:6][CH:5]=[CH:4][CH:3]=3)=[C:8]3[N:9]([CH:21]=2)[CH2:10][CH2:11][CH2:12]3)=[CH:18][CH:17]=1)=[O:15]. (2) Given the reactants CCCC[N+](CCCC)(CCCC)CCCC.[F-].[Br:19][C:20]1[CH:24]=[CH:23][N:22]([Si](C(C)C)(C(C)C)C(C)C)[CH:21]=1.[O:35](C(OC(C)(C)C)=O)[C:36]([O:38][C:39]([CH3:42])([CH3:41])[CH3:40])=O.O, predict the reaction product. The product is: [C:39]([O:38][C:36]([N:22]1[CH:23]=[CH:24][C:20]([Br:19])=[CH:21]1)=[O:35])([CH3:42])([CH3:41])[CH3:40].